From a dataset of NCI-60 drug combinations with 297,098 pairs across 59 cell lines. Regression. Given two drug SMILES strings and cell line genomic features, predict the synergy score measuring deviation from expected non-interaction effect. Drug 1: CC1=C2C(C(=O)C3(C(CC4C(C3C(C(C2(C)C)(CC1OC(=O)C(C(C5=CC=CC=C5)NC(=O)OC(C)(C)C)O)O)OC(=O)C6=CC=CC=C6)(CO4)OC(=O)C)OC)C)OC. Drug 2: C1=CC=C(C=C1)NC(=O)CCCCCCC(=O)NO. Cell line: HCC-2998. Synergy scores: CSS=36.6, Synergy_ZIP=-3.08, Synergy_Bliss=-11.4, Synergy_Loewe=-16.9, Synergy_HSA=-8.93.